From a dataset of Experimentally validated miRNA-target interactions with 360,000+ pairs, plus equal number of negative samples. Binary Classification. Given a miRNA mature sequence and a target amino acid sequence, predict their likelihood of interaction. (1) The miRNA is hsa-miR-548n with sequence CAAAAGUAAUUGUGGAUUUUGU. The protein sequence of the target gene is MNLIVKLRRSFRTLIVLLATFCLVSIVISAYFLYSGYKQEMTLIETTAEAECTDIKILPYRSMELKTVKPIDTSKTDPTVLLFVESQYSQLGQDIIAILESSRFQYHMVIAPGKGDIPPLTDNGKGKYTLVIYENILKYVSMDSWNRELLEKYCVEYSVSIIGFHKANENSLPSTQLKGFPLNLFNNLALKDCFVNPQSPLLHITKAPKVEKGPLPGEDWTIFQYNHSTYQPVLLTELQTEKSLSSLSSKTLFATVIQDLGLHDGIQRVLFGNNLNFWLHKLIFIDAISFLSGKRLTLSL.... Result: 1 (interaction). (2) The miRNA is mmu-miR-669g with sequence UGCAUUGUAUGUGUUGACAUGAU. The protein sequence of the target gene is MASSGAKAQWVGPSLGQGPRRRRWAWAEEQDTDGRRDQGWGNSQSLPEAPSPELLEDFRRAQEHLPPLEWDPDMQDSEESSGEETEADDASSPEGSTVPLPWLSRSNQQLDMSEEELDEASGRPEVDLAGESCTELECEDQGDSSPPPPGQGPAKGWVTFIKQGSNYRPSEHLEAQPSVEHSRTKSWSSGTVSLRQPSDSLGSTWEGDTEVPQPSILPKALPQSPCHNFPHPGDRNGGDVAPATPTEFRDSLAAPAQNAECSAGTWGEETTSLPSSRPEDQTWKRTKTSPKPLPSRFTGS.... Result: 0 (no interaction). (3) The miRNA is hsa-miR-6779-5p with sequence CUGGGAGGGGCUGGGUUUGGC. The protein sequence of the target gene is MALSLEEEAGRIKDCWDNQEAPALSTCSNANIFRRINAILDNSLDFSRVCTTPINRGIHDHLPDFQDSEETVTSRMLFPTSAQESSRGLPDANDLCLGLQSLSLTGWDRPWSTQDSDSSAQSSTHSVLSMLHNPLGNVLGKPPLSFLPLDPLGSDLVDKFPAPSVRGSRLDTRPILDSRSSSPSDSDTSGFSSGSDHLSDLISSLRISPPLPFLSLSGGGPRDPLKMGVGSRMDQEQAALAAVTPSPTSASKRWPGASVWPSWDLLEAPKDPFSIEREARLHRQAAAVNEATCTWSGQLP.... Result: 0 (no interaction).